Dataset: Full USPTO retrosynthesis dataset with 1.9M reactions from patents (1976-2016). Task: Predict the reactants needed to synthesize the given product. (1) Given the product [CH3:1][O:2][C:3](=[O:40])[CH2:4][CH2:5][CH2:6][CH2:7][CH2:8][CH2:9][CH2:10][CH2:11][C:12](=[O:39])[NH:13][C:14]1[CH:19]=[CH:18][CH:17]=[CH:16][C:15]=1[S:20](=[O:38])(=[O:37])[NH:21][C:22]([C@@:24]1([NH2:29])[CH2:26][C@H:25]1[CH:27]=[CH2:28])=[O:23], predict the reactants needed to synthesize it. The reactants are: [CH3:1][O:2][C:3](=[O:40])[CH2:4][CH2:5][CH2:6][CH2:7][CH2:8][CH2:9][CH2:10][CH2:11][C:12](=[O:39])[NH:13][C:14]1[CH:19]=[CH:18][CH:17]=[CH:16][C:15]=1[S:20](=[O:38])(=[O:37])[NH:21][C:22]([C@@:24]1([NH:29]C(OC(C)(C)C)=O)[CH2:26][C@H:25]1[CH:27]=[CH2:28])=[O:23].Cl. (2) Given the product [OH-:2].[NH4+:27].[NH2:27][CH2:26][CH2:25][CH2:24][CH2:23][CH2:22][CH2:21][CH2:20][CH2:19][CH2:18][CH2:17][CH2:16][NH:28][C:9](=[O:10])[O:11][C:12]([CH3:13])([CH3:14])[CH3:15], predict the reactants needed to synthesize it. The reactants are: C(O[C:9]([O:11][C:12]([CH3:15])([CH3:14])[CH3:13])=[O:10])(OC(C)(C)C)=[O:2].[CH2:16]([NH2:28])[CH2:17][CH2:18][CH2:19][CH2:20][CH2:21][CH2:22][CH2:23][CH2:24][CH2:25][CH2:26][NH2:27].C(N(C(C)C)CC)(C)C.ClCCl. (3) Given the product [F:1][C:2]1[CH:3]=[CH:4][C:5]([CH2:6][N:7]2[C:15]3[CH:14]=[CH:13][CH:12]=[CH:11][C:10]=3[C:9]3[CH2:16][C@H:17]4[C:20](=[O:21])[N:31]([CH2:34][CH2:35][C:36]([O:38][C:39]([CH3:41])([CH3:40])[CH3:42])=[O:37])[C:32](=[O:33])[N:18]4[CH2:19][C:8]2=3)=[CH:23][CH:24]=1, predict the reactants needed to synthesize it. The reactants are: [F:1][C:2]1[CH:24]=[CH:23][C:5]([CH2:6][N:7]2[C:15]3[C:10](=[CH:11][CH:12]=[CH:13][CH:14]=3)[C:9]3[CH2:16][C@@H:17]([C:20](O)=[O:21])[NH:18][CH2:19][C:8]2=3)=[CH:4][CH:3]=1.CC(N(C)C)=O.[N:31]([CH2:34][CH2:35][C:36]([O:38][C:39]([CH3:42])([CH3:41])[CH3:40])=[O:37])=[C:32]=[O:33]. (4) Given the product [C:30]([O:34][C:35]([N:37]1[CH2:42][CH2:41][N:40]([CH2:12][C:7]2[CH:8]=[C:9]([Cl:11])[CH:10]=[C:5]([C:4]([O:3][CH2:1][CH3:2])=[O:29])[C:6]=2[N:14]([C:15]([O:17][C:18]([CH3:21])([CH3:19])[CH3:20])=[O:16])[C:22]([O:24][C:25]([CH3:26])([CH3:27])[CH3:28])=[O:23])[CH2:39][CH2:38]1)=[O:36])([CH3:33])([CH3:31])[CH3:32], predict the reactants needed to synthesize it. The reactants are: [CH2:1]([O:3][C:4](=[O:29])[C:5]1[CH:10]=[C:9]([Cl:11])[CH:8]=[C:7]([CH2:12]Br)[C:6]=1[N:14]([C:22]([O:24][C:25]([CH3:28])([CH3:27])[CH3:26])=[O:23])[C:15]([O:17][C:18]([CH3:21])([CH3:20])[CH3:19])=[O:16])[CH3:2].[C:30]([O:34][C:35]([N:37]1[CH2:42][CH2:41][N:40](CC2C=C(N(C(OC(C)(C)C)=O)C(OC(C)(C)C)=O)C(C(OCC)=O)=CC=2Cl)[CH2:39][CH2:38]1)=[O:36])([CH3:33])([CH3:32])[CH3:31].